From a dataset of Reaction yield outcomes from USPTO patents with 853,638 reactions. Predict the reaction yield, written as a fraction of the theoretical maximum amount of product (1.0 means a 100% yield; for example, 0.34 means a 34% yield). The reactants are I[C:2]1[CH:3]=[CH:4][C:5]([C:8]([F:11])([F:10])[F:9])=[N:6][CH:7]=1.N1(C2CCCCCCCCCC2)CCCN=CCCCCC1.[CH2:34]([O:41][C:42]1[N:43]=[N:44][C:45]([C:56]#[CH:57])=[CH:46][C:47]=1[O:48][CH2:49][C:50]1[CH:55]=[CH:54][CH:53]=[CH:52][CH:51]=1)[C:35]1[CH:40]=[CH:39][CH:38]=[CH:37][CH:36]=1. The catalyst is [Cu]I.Cl[Pd](Cl)([P](C1C=CC=CC=1)(C1C=CC=CC=1)C1C=CC=CC=1)[P](C1C=CC=CC=1)(C1C=CC=CC=1)C1C=CC=CC=1.O1CCCC1. The product is [CH2:34]([O:41][C:42]1[N:43]=[N:44][C:45]([C:56]#[C:57][C:2]2[CH:7]=[N:6][C:5]([C:8]([F:11])([F:10])[F:9])=[CH:4][CH:3]=2)=[CH:46][C:47]=1[O:48][CH2:49][C:50]1[CH:55]=[CH:54][CH:53]=[CH:52][CH:51]=1)[C:35]1[CH:36]=[CH:37][CH:38]=[CH:39][CH:40]=1. The yield is 0.100.